This data is from Forward reaction prediction with 1.9M reactions from USPTO patents (1976-2016). The task is: Predict the product of the given reaction. Given the reactants [Cl:1][C:2]1[CH:3]=[C:4]([CH2:10][CH2:11][C:12]([OH:14])=O)[CH:5]=[CH:6][C:7]=1[O:8][CH3:9].[CH3:15][S:16]([C:19]1[CH:24]=[CH:23][C:22]([C:25]2[CH:26]=[CH:27][C:28]([O:31][CH2:32][CH:33]3[CH2:38][CH2:37][NH:36][CH2:35][CH2:34]3)=[N:29][CH:30]=2)=[CH:21][CH:20]=1)(=[O:18])=[O:17].C(N(CC)CC)C.C1C=CC2N(O)N=NC=2C=1.C(Cl)CCl, predict the reaction product. The product is: [Cl:1][C:2]1[CH:3]=[C:4]([CH2:10][CH2:11][C:12]([N:36]2[CH2:35][CH2:34][CH:33]([CH2:32][O:31][C:28]3[CH:27]=[CH:26][C:25]([C:22]4[CH:23]=[CH:24][C:19]([S:16]([CH3:15])(=[O:18])=[O:17])=[CH:20][CH:21]=4)=[CH:30][N:29]=3)[CH2:38][CH2:37]2)=[O:14])[CH:5]=[CH:6][C:7]=1[O:8][CH3:9].